This data is from Catalyst prediction with 721,799 reactions and 888 catalyst types from USPTO. The task is: Predict which catalyst facilitates the given reaction. (1) Reactant: C[O:2][C:3]1[CH:4]=[C:5]([C:9]23[CH2:18][C:17]4[CH:19]=[CH:20][CH:21]=[CH:22][C:16]=4[CH2:15][C:14]2([CH3:23])[CH2:13][N:12]([CH3:24])[CH2:11][CH2:10]3)[CH:6]=[CH:7][CH:8]=1.Br.[OH-].[Na+].C([O-])(O)=O.[Na+]. Product: [OH:2][C:3]1[CH:4]=[C:5]([C:9]23[CH2:18][C:17]4[CH:19]=[CH:20][CH:21]=[CH:22][C:16]=4[CH2:15][C:14]2([CH3:23])[CH2:13][N:12]([CH3:24])[CH2:11][CH2:10]3)[CH:6]=[CH:7][CH:8]=1. The catalyst class is: 15. (2) Reactant: [NH2:1][C:2]1[C:3]([F:21])=[C:4]([C:9]([C:11]2[CH:12]=[C:13]3[C:18](=[CH:19][CH:20]=2)[N:17]=[CH:16][CH:15]=[N:14]3)=[O:10])[C:5]([F:8])=[CH:6][CH:7]=1.[F:22][C:23]1[CH:28]=[CH:27][CH:26]=[C:25]([N:29]=[C:30]=[O:31])[CH:24]=1. The catalyst class is: 2. Product: [F:21][C:3]1[C:4]([C:9]([C:11]2[CH:12]=[C:13]3[C:18](=[CH:19][CH:20]=2)[N:17]=[CH:16][CH:15]=[N:14]3)=[O:10])=[C:5]([F:8])[CH:6]=[CH:7][C:2]=1[NH:1][C:30]([NH:29][C:25]1[CH:26]=[CH:27][CH:28]=[C:23]([F:22])[CH:24]=1)=[O:31]. (3) Reactant: Cl.[N+:2]([C:5]1[CH:6]=[CH:7][C:8]([NH2:13])=[C:9]([CH:12]=1)[CH2:10][NH2:11])([O-:4])=[O:3].[C:14](Cl)(=O)[C:15]1[CH:23]=[CH:22][C:21]2[O:20][CH2:19][O:18][C:17]=2[CH:16]=1.C1(Cl)C(=O)C(Cl)=C(Cl)C(=O)C=1Cl. Product: [N+:2]([C:5]1[CH:12]=[C:9]2[C:8](=[CH:7][CH:6]=1)[N:13]=[C:14]([C:15]1[CH:23]=[CH:22][C:21]3[O:20][CH2:19][O:18][C:17]=3[CH:16]=1)[N:11]=[CH:10]2)([O-:4])=[O:3]. The catalyst class is: 390. (4) Reactant: Cl[C:2]1[N:7]=[C:6]([CH3:8])[N:5]=[C:4]([C@@H:9]2[CH2:11][C@H:10]2[C:12]2[N:16]([CH3:17])[C:15]3[CH:18]=[CH:19][CH:20]=[CH:21][C:14]=3[N:13]=2)[CH:3]=1.O.[NH2:23][NH2:24]. Product: [NH:23]([C:2]1[N:7]=[C:6]([CH3:8])[N:5]=[C:4]([C@@H:9]2[CH2:11][C@H:10]2[C:12]2[N:16]([CH3:17])[C:15]3[CH:18]=[CH:19][CH:20]=[CH:21][C:14]=3[N:13]=2)[CH:3]=1)[NH2:24]. The catalyst class is: 7. (5) Reactant: [Cl:1][C:2]1[CH:8]=[CH:7][C:5]([NH2:6])=[C:4](I)[CH:3]=1.[C:10]([C:12]1[CH:17]=[CH:16][CH:15]=[CH:14][C:13]=1[C:18]([F:21])([F:20])[F:19])#[CH:11].C(OCC)(=O)C. Product: [Cl:1][C:2]1[CH:8]=[CH:7][C:5]([NH2:6])=[C:4]([C:11]#[C:10][C:12]2[CH:17]=[CH:16][CH:15]=[CH:14][C:13]=2[C:18]([F:19])([F:20])[F:21])[CH:3]=1. The catalyst class is: 194. (6) Reactant: [P:1]([Cl:4])(Cl)[Cl:2].[CH3:5][CH:6]1[CH2:10][CH2:9][CH:8]([CH3:11])[N:7]1[C:12]1[CH:17]=[CH:16][C:15]([CH3:18])=[CH:14][CH:13]=1. Product: [CH3:5][CH:6]1[CH2:10][CH2:9][CH:8]([CH3:11])[N:7]1[C:12]1[CH:13]=[CH:14][C:15]([CH3:18])=[CH:16][C:17]=1[P:1]([Cl:4])[Cl:2]. The catalyst class is: 17. (7) Reactant: Cl.[CH2:2]([C:5]1([NH:15][CH2:16][C:17]2[CH:22]=[CH:21][C:20]([O:23][CH3:24])=[CH:19][CH:18]=2)[CH2:14][CH2:13][C:8]2(OCC[O:9]2)[CH2:7][CH2:6]1)[CH:3]=[CH2:4].C(=O)([O-])O.[Na+].ClCCl. Product: [CH2:2]([C:5]1([NH:15][CH2:16][C:17]2[CH:18]=[CH:19][C:20]([O:23][CH3:24])=[CH:21][CH:22]=2)[CH2:14][CH2:13][C:8](=[O:9])[CH2:7][CH2:6]1)[CH:3]=[CH2:4]. The catalyst class is: 95.